Dataset: Reaction yield outcomes from USPTO patents with 853,638 reactions. Task: Predict the reaction yield, written as a fraction of the theoretical maximum amount of product (1.0 means a 100% yield; for example, 0.34 means a 34% yield). (1) The catalyst is N1C=CC=CC=1. The yield is 0.120. The reactants are CO[C:3](=[O:38])[C:4]1[CH:9]=[C:8]([C:10]2[CH:11]=[C:12]3[C:18]([C:19]4[CH:24]=[CH:23][CH:22]=[CH:21][C:20]=4[O:25][CH3:26])=[CH:17][N:16](S(C4C=CC(C)=CC=4)(=O)=O)[C:13]3=[N:14][CH:15]=2)[CH:7]=[CH:6][C:5]=1[OH:37].[CH3:39][N:40]([CH3:45])[CH2:41][CH2:42][NH:43][CH3:44].N=C=N.CN(C=O)C. The product is [CH3:39][N:40]([CH3:45])[CH2:41][CH2:42][N:43]([CH3:44])[C:3](=[O:38])[C:4]1[CH:9]=[C:8]([C:10]2[CH:11]=[C:12]3[C:18]([C:19]4[CH:24]=[CH:23][CH:22]=[CH:21][C:20]=4[O:25][CH3:26])=[CH:17][NH:16][C:13]3=[N:14][CH:15]=2)[CH:7]=[CH:6][C:5]=1[OH:37]. (2) The reactants are [CH3:1][N:2]1[CH2:7][CH2:6][N:5]([C:8]2[CH:13]=[CH:12][C:11]([N+:14]([O-])=O)=[C:10]([C:17]3[C:21]([CH3:22])=[CH:20][S:19][CH:18]=3)[CH:9]=2)[CH2:4][CH2:3]1. The catalyst is [Pd]. The product is [CH3:1][N:2]1[CH2:7][CH2:6][N:5]([C:8]2[CH:13]=[CH:12][C:11]([NH2:14])=[C:10]([C:17]3[C:21]([CH3:22])=[CH:20][S:19][CH:18]=3)[CH:9]=2)[CH2:4][CH2:3]1. The yield is 0.890. (3) The reactants are [NH2:1][C:2]1[S:3][CH:4]=[CH:5][N:6]=1.[S-:7][C:8]#[N:9].[Na+].BrBr.[NH4+].[OH-]. The catalyst is CO.[Na+].[Br-]. The yield is 0.550. The product is [S:7]([C:4]1[S:3][C:2]([NH2:1])=[N:6][CH:5]=1)[C:8]#[N:9]. (4) The reactants are Br[C:2]1[C:6]2[N:7]=[C:8]([NH:11][CH2:12][CH2:13][CH2:14][CH3:15])[N:9]=[CH:10][C:5]=2[N:4]([C:16]2[CH:21]=[CH:20][C:19]([F:22])=[CH:18][CH:17]=2)[CH:3]=1.[C:23]([Si:27]([CH3:45])([CH3:44])[O:28][CH:29]1[CH2:34][CH2:33][C:32](B2OC(C)(C)C(C)(C)O2)=[CH:31][CH2:30]1)([CH3:26])([CH3:25])[CH3:24].P(=O)([O-])[O-].[K+].[K+]. The catalyst is C1COCC1.O.CCOC(C)=O.C1C=CC([P]([Pd]([P](C2C=CC=CC=2)(C2C=CC=CC=2)C2C=CC=CC=2)([P](C2C=CC=CC=2)(C2C=CC=CC=2)C2C=CC=CC=2)[P](C2C=CC=CC=2)(C2C=CC=CC=2)C2C=CC=CC=2)(C2C=CC=CC=2)C2C=CC=CC=2)=CC=1. The product is [CH2:12]([NH:11][C:8]1[N:9]=[CH:10][C:5]2[N:4]([C:16]3[CH:21]=[CH:20][C:19]([F:22])=[CH:18][CH:17]=3)[CH:3]=[C:2]([C:32]3[CH2:33][CH2:34][CH:29]([O:28][Si:27]([C:23]([CH3:26])([CH3:25])[CH3:24])([CH3:44])[CH3:45])[CH2:30][CH:31]=3)[C:6]=2[N:7]=1)[CH2:13][CH2:14][CH3:15]. The yield is 0.830.